Dataset: Reaction yield outcomes from USPTO patents with 853,638 reactions. Task: Predict the reaction yield, written as a fraction of the theoretical maximum amount of product (1.0 means a 100% yield; for example, 0.34 means a 34% yield). (1) The reactants are [CH:1]([O:4][C:5]([N:7]1[CH:12]([CH2:13][CH3:14])[CH2:11][CH:10]([NH:15][C:16]2[N:21]=[CH:20][C:19]([Br:22])=[CH:18][N:17]=2)[CH2:9][CH:8]1[CH2:23][CH3:24])=[O:6])([CH3:3])[CH3:2].[H-].[Na+].Br[CH2:28][C:29]1[CH:34]=[C:33]([C:35]([F:38])([F:37])[F:36])[CH:32]=[C:31]([Cl:39])[CH:30]=1.O. The catalyst is CN(C=O)C. The product is [CH:1]([O:4][C:5]([N:7]1[CH:12]([CH2:13][CH3:14])[CH2:11][CH:10]([N:15]([C:16]2[N:21]=[CH:20][C:19]([Br:22])=[CH:18][N:17]=2)[CH2:28][C:29]2[CH:34]=[C:33]([C:35]([F:36])([F:37])[F:38])[CH:32]=[C:31]([Cl:39])[CH:30]=2)[CH2:9][CH:8]1[CH2:23][CH3:24])=[O:6])([CH3:3])[CH3:2]. The yield is 0.820. (2) The reactants are [C:1]([O:5][C:6]([N:8]1[CH2:13][CH2:12][NH:11][CH2:10][CH2:9]1)=[O:7])([CH3:4])([CH3:3])[CH3:2].CCN(CC)CC.[F:21][C:22]([F:35])([F:34])[O:23][C:24]1[CH:29]=[CH:28][C:27]([S:30](Cl)(=[O:32])=[O:31])=[CH:26][CH:25]=1. The catalyst is C(Cl)Cl. The product is [C:1]([O:5][C:6]([N:8]1[CH2:13][CH2:12][N:11]([S:30]([C:27]2[CH:26]=[CH:25][C:24]([O:23][C:22]([F:21])([F:34])[F:35])=[CH:29][CH:28]=2)(=[O:32])=[O:31])[CH2:10][CH2:9]1)=[O:7])([CH3:4])([CH3:2])[CH3:3]. The yield is 1.00. (3) The reactants are [H-].[Na+].[CH3:3][S:4][C:5]1[N:10]=[C:9]([C:11]2[CH:16]=[CH:15][C:14]([F:17])=[CH:13][C:12]=2[CH3:18])[C:8]([CH:19]=O)=[C:7]([NH:21][CH:22]2[CH2:27][CH2:26][CH2:25][CH2:24][CH2:23]2)[N:6]=1.C1C[O:31][CH2:30][CH2:29]1. The catalyst is C(OCC)C. The product is [CH:22]1([N:21]2[C:7]3[N:6]=[C:5]([S:4][CH3:3])[N:10]=[C:9]([C:11]4[CH:16]=[CH:15][C:14]([F:17])=[CH:13][C:12]=4[CH3:18])[C:8]=3[CH:19]=[CH:29][C:30]2=[O:31])[CH2:27][CH2:26][CH2:25][CH2:24][CH2:23]1. The yield is 0.190. (4) The reactants are [C:1]1([NH:7][CH2:8][C:9]2[CH:14]=[CH:13][C:12]([CH2:15][C:16](Cl)=[N:17][OH:18])=[CH:11][CH:10]=2)[CH:6]=[CH:5][CH:4]=[CH:3][CH:2]=1.[C:20]([C:22]1[C:23]([NH2:29])=[N:24][C:25]([NH2:28])=[CH:26][CH:27]=1)#[CH:21].C(N(CC)CC)C. The catalyst is O1CCCC1. The product is [C:1]1([NH:7][CH2:8][C:9]2[CH:14]=[CH:13][C:12]([CH2:15][C:16]3[CH:21]=[C:20]([C:22]4[C:23]([NH2:29])=[N:24][C:25]([NH2:28])=[CH:26][CH:27]=4)[O:18][N:17]=3)=[CH:11][CH:10]=2)[CH:6]=[CH:5][CH:4]=[CH:3][CH:2]=1. The yield is 0.130. (5) The reactants are CC[N:3](C1C=CC=CC=1)CC.[N:12]1[CH:17]=[CH:16][CH:15]=[CH:14][C:13]=1[C:18]([OH:20])=O.Cl.CN(C)CCCN=C=NCC.ON1C2C=CC=CC=2N=N1. The catalyst is C1COCC1. The product is [N:12]1[CH:17]=[CH:16][CH:15]=[CH:14][C:13]=1[C:18]([NH2:3])=[O:20]. The yield is 1.00. (6) The reactants are [C@@H:1]12[CH2:7][NH:6][C@@H:5]1[CH2:4][N:3]([C:8]([O:10][CH2:11][C:12]1[CH:17]=[CH:16][CH:15]=[CH:14][CH:13]=1)=[O:9])[CH2:2]2.[C:18]([C:20]1[CH:21]=[N:22][CH:23]=[C:24](Br)[CH:25]=1)#[N:19].C([O-])([O-])=O.[Cs+].[Cs+]. The catalyst is C1(C)C=CC=CC=1.C1C=CC(/C=C/C(/C=C/C2C=CC=CC=2)=O)=CC=1.C1C=CC(/C=C/C(/C=C/C2C=CC=CC=2)=O)=CC=1.C1C=CC(/C=C/C(/C=C/C2C=CC=CC=2)=O)=CC=1.[Pd].[Pd].C1C=CC(P(C2C(C3C(P(C4C=CC=CC=4)C4C=CC=CC=4)=CC=C4C=3C=CC=C4)=C3C(C=CC=C3)=CC=2)C2C=CC=CC=2)=CC=1. The product is [C:18]([C:20]1[CH:25]=[C:24]([N:6]2[CH2:7][C@@H:1]3[C@H:5]2[CH2:4][N:3]([C:8]([O:10][CH2:11][C:12]2[CH:17]=[CH:16][CH:15]=[CH:14][CH:13]=2)=[O:9])[CH2:2]3)[CH:23]=[N:22][CH:21]=1)#[N:19]. The yield is 0.470. (7) The reactants are [Li]CCCC.Br[C:7]1[CH:8]=[N:9][CH:10]=[C:11]([C:13]#[C:14][CH2:15][CH3:16])[CH:12]=1.[B:17](OC(C)C)([O:22]C(C)C)[O:18]C(C)C.Cl.[OH-].[Na+]. The catalyst is CCOC(C)=O. The product is [C:13]([C:11]1[CH:12]=[C:7]([B:17]([OH:22])[OH:18])[CH:8]=[N:9][CH:10]=1)#[C:14][CH2:15][CH3:16]. The yield is 0.760. (8) The reactants are C([O:5][C:6](=[O:53])[C:7]([O:10]/[N:11]=[C:12](/[C:40]1[N:41]=[C:42]([NH:45]C(OC(C)(C)C)=O)[S:43][CH:44]=1)\[C:13]([NH:15][C@@H:16]1[C:19](=[O:20])[N:18]([S:21]([OH:24])(=[O:23])=[O:22])[C@@H:17]1[CH2:25][N:26]1[CH:30]=[C:29]([CH2:31][NH:32]C(OC(C)(C)C)=O)[N:28]=[N:27]1)=[O:14])([CH3:9])[CH3:8])(C)(C)C.C(O)(C(F)(F)F)=O.C(Cl)Cl.C([SiH](CC)CC)C. The catalyst is C(Cl)Cl. The product is [NH2:32][CH2:31][C:29]1[N:28]=[N:27][N:26]([CH2:25][C@@H:17]2[C@H:16]([NH:15][C:13](=[O:14])/[C:12](=[N:11]\[O:10][C:7]([CH3:9])([CH3:8])[C:6]([OH:53])=[O:5])/[C:40]3[N:41]=[C:42]([NH2:45])[S:43][CH:44]=3)[C:19](=[O:20])[N:18]2[S:21]([OH:24])(=[O:23])=[O:22])[CH:30]=1. The yield is 0.140. (9) The reactants are [Cl:1][C:2]1[CH:7]=[CH:6][CH:5]=[C:4]([Cl:8])[C:3]=1[C:9]1[C:13]([CH2:14][O:15][C:16]2[CH:17]=[C:18]3[C:22](=[CH:23][CH:24]=2)[N:21]([CH2:25][C:26]2[S:27][CH:28]=[C:29]([C:31]([O:33]C)=[O:32])[N:30]=2)[CH:20]=[CH:19]3)=[C:12]([CH:35]([CH3:37])[CH3:36])[O:11][N:10]=1.[OH-].[Na+]. The catalyst is O1CCCC1.CO. The product is [Cl:8][C:4]1[CH:5]=[CH:6][CH:7]=[C:2]([Cl:1])[C:3]=1[C:9]1[C:13]([CH2:14][O:15][C:16]2[CH:17]=[C:18]3[C:22](=[CH:23][CH:24]=2)[N:21]([CH2:25][C:26]2[S:27][CH:28]=[C:29]([C:31]([OH:33])=[O:32])[N:30]=2)[CH:20]=[CH:19]3)=[C:12]([CH:35]([CH3:37])[CH3:36])[O:11][N:10]=1. The yield is 0.760. (10) The reactants are [N+:1]([C:4]1[CH:5]=[CH:6][C:7]([C:10]2[CH:15]=[CH:14][C:13]([C:16]([F:19])([F:18])[F:17])=[CH:12][CH:11]=2)=[N:8][CH:9]=1)([O-])=O.[H][H]. The catalyst is C(O)C.O1CCCC1.[Pd]. The product is [F:19][C:16]([F:17])([F:18])[C:13]1[CH:12]=[CH:11][C:10]([C:7]2[N:8]=[CH:9][C:4]([NH2:1])=[CH:5][CH:6]=2)=[CH:15][CH:14]=1. The yield is 0.950.